This data is from Forward reaction prediction with 1.9M reactions from USPTO patents (1976-2016). The task is: Predict the product of the given reaction. (1) The product is: [Br:24][C:11]1[N:10]=[C:9]([C:7]([NH:6][CH2:5][C:4]2[CH:20]=[C:21]([Cl:23])[CH:22]=[C:2]([Cl:1])[CH:3]=2)=[O:8])[C:18]([OH:19])=[C:17]2[C:12]=1[CH:13]=[CH:14][CH:15]=[N:16]2. Given the reactants [Cl:1][C:2]1[CH:3]=[C:4]([CH:20]=[C:21]([Cl:23])[CH:22]=1)[CH2:5][NH:6][C:7]([C:9]1[C:18]([OH:19])=[C:17]2[C:12]([CH:13]=[CH:14][CH:15]=[N:16]2)=[CH:11][N:10]=1)=[O:8].[Br:24]N1C(=O)CCC1=O.O, predict the reaction product. (2) Given the reactants [Cl:1][C:2]1[C:11]2[C:6](=[CH:7][C:8]([OH:14])=[C:9]([O:12][CH3:13])[CH:10]=2)[N:5]=[CH:4][N:3]=1.C1(P(C2C=CC=CC=2)C2C=CC=CC=2)C=CC=CC=1.[C:34]([O:38][C:39]([N:41]1[CH2:46][CH2:45][CH:44](O)[CH2:43][CH2:42]1)=[O:40])([CH3:37])([CH3:36])[CH3:35].N(C(OC(C)(C)C)=O)=NC(OC(C)(C)C)=O, predict the reaction product. The product is: [C:34]([O:38][C:39]([N:41]1[CH2:46][CH2:45][CH:44]([O:14][C:8]2[CH:7]=[C:6]3[C:11]([C:2]([Cl:1])=[N:3][CH:4]=[N:5]3)=[CH:10][C:9]=2[O:12][CH3:13])[CH2:43][CH2:42]1)=[O:40])([CH3:37])([CH3:35])[CH3:36]. (3) Given the reactants N1C=CC=CC=1.[Cl:7][C:8]1[CH:9]=[C:10]([CH:14]=[CH:15][C:16]=1[Cl:17])[C:11](Cl)=[O:12].[CH2:18]([O:20][C:21]([C@:23]1([NH:36][C:37]([O:39][C:40]([CH3:43])([CH3:42])[CH3:41])=[O:38])[C@H:28]([NH2:29])[CH2:27][C@@H:26]2[C@H:24]1[C@@:25]2([F:35])[C:30]([O:32][CH2:33][CH3:34])=[O:31])=[O:22])[CH3:19], predict the reaction product. The product is: [CH2:18]([O:20][C:21]([C@:23]1([NH:36][C:37]([O:39][C:40]([CH3:42])([CH3:41])[CH3:43])=[O:38])[C@H:28]([NH:29][C:11](=[O:12])[C:10]2[CH:14]=[CH:15][C:16]([Cl:17])=[C:8]([Cl:7])[CH:9]=2)[CH2:27][C@@H:26]2[C@H:24]1[C@@:25]2([F:35])[C:30]([O:32][CH2:33][CH3:34])=[O:31])=[O:22])[CH3:19]. (4) Given the reactants [CH3:1][C:2]1[CH:7]=[CH:6][C:5](B(O)O)=[CH:4][C:3]=1[NH:11][C:12](=[O:27])[C:13]1[CH:18]=[CH:17][C:16]([O:19][CH2:20][C:21]2[CH:26]=[CH:25][CH:24]=[CH:23][N:22]=2)=[CH:15][CH:14]=1.C([O-])([O-])=O.[Cs+].[Cs+].Br[C:35]1[N:36]=[CH:37][NH:38][CH:39]=1, predict the reaction product. The product is: [NH:36]1[CH:35]=[C:39]([C:5]2[CH:6]=[CH:7][C:2]([CH3:1])=[C:3]([NH:11][C:12](=[O:27])[C:13]3[CH:18]=[CH:17][C:16]([O:19][CH2:20][C:21]4[CH:26]=[CH:25][CH:24]=[CH:23][N:22]=4)=[CH:15][CH:14]=3)[CH:4]=2)[N:38]=[CH:37]1. (5) Given the reactants C(OC(=O)[NH:7][C:8]1[CH:13]=[C:12]([CH3:14])[C:11]([Cl:15])=[CH:10][C:9]=1[NH2:16])(C)(C)C.C(O[C:23](=[O:39])[CH2:24][C:25]([C:27]1[CH:32]=[CH:31][N:30]=[C:29]([C:33]2[CH:38]=[CH:37][N:36]=[CH:35][CH:34]=2)[CH:28]=1)=O)(C)(C)C, predict the reaction product. The product is: [N:30]1[CH:31]=[CH:32][C:27]([C:25]2[CH2:24][C:23](=[O:39])[NH:16][C:9]3[CH:10]=[C:11]([Cl:15])[C:12]([CH3:14])=[CH:13][C:8]=3[N:7]=2)=[CH:28][C:29]=1[C:33]1[CH:34]=[CH:35][N:36]=[CH:37][CH:38]=1. (6) Given the reactants ClC1C=C(Cl)C=CC=1C1N=C(CC)C(N[C@H]2[C@@H](OCC)CNC2)=NC=1CC.[Cl:28][C:29]1[CH:34]=[C:33]([Cl:35])[CH:32]=[CH:31][C:30]=1[C:36]1[N:37]=[C:38]([CH2:64][CH3:65])[C:39]([NH:44][C@H:45]2[C@@H:49]([O:50][CH2:51][CH2:52][F:53])[CH2:48][N:47](C(OCC3C=CC=CC=3)=O)[CH2:46]2)=[N:40][C:41]=1[CH2:42][CH3:43], predict the reaction product. The product is: [Cl:28][C:29]1[CH:34]=[C:33]([Cl:35])[CH:32]=[CH:31][C:30]=1[C:36]1[N:37]=[C:38]([CH2:64][CH3:65])[C:39]([NH:44][C@H:45]2[C@@H:49]([O:50][CH2:51][CH2:52][F:53])[CH2:48][NH:47][CH2:46]2)=[N:40][C:41]=1[CH2:42][CH3:43]. (7) Given the reactants [NH:1]1[C:5]([OH:6])=[CH:4][CH:3]=[N:2]1.N1C=CC=CC=1.[C:13](OC(=O)C)(=[O:15])[CH3:14], predict the reaction product. The product is: [OH:6][C:5]1[CH:4]=[CH:3][N:2]([C:13](=[O:15])[CH3:14])[N:1]=1. (8) Given the reactants [CH:1]1[C:5]2[CH2:6][CH:7]3[CH:12]([C:4]=2[S:3][CH:2]=1)[CH2:11][CH2:10][NH:9][CH2:8]3.C(N(CC)CC)C.Cl[C:21]([O:23][CH2:24][CH3:25])=[O:22], predict the reaction product. The product is: [CH2:24]([O:23][C:21]([N:9]1[CH2:10][CH2:11][CH:12]2[CH:7]([CH2:6][C:5]3[CH:1]=[CH:2][S:3][C:4]=32)[CH2:8]1)=[O:22])[CH3:25].